Dataset: Full USPTO retrosynthesis dataset with 1.9M reactions from patents (1976-2016). Task: Predict the reactants needed to synthesize the given product. Given the product [CH3:1][NH:2][C:3]([C:5]1[CH:6]=[C:7]2[C:12](=[CH:13][CH:14]=1)[N:11]=[CH:10][C:9]([C:15]([OH:17])=[O:16])=[C:8]2[NH:20][C:21]1[CH:22]=[CH:23][C:24]([CH3:27])=[CH:25][CH:26]=1)=[O:4], predict the reactants needed to synthesize it. The reactants are: [CH3:1][NH:2][C:3]([C:5]1[CH:6]=[C:7]2[C:12](=[CH:13][CH:14]=1)[N:11]=[CH:10][C:9]([C:15]([O:17]CC)=[O:16])=[C:8]2[NH:20][C:21]1[CH:26]=[CH:25][C:24]([CH3:27])=[CH:23][CH:22]=1)=[O:4].[OH-].[Na+].